Dataset: HIV replication inhibition screening data with 41,000+ compounds from the AIDS Antiviral Screen. Task: Binary Classification. Given a drug SMILES string, predict its activity (active/inactive) in a high-throughput screening assay against a specified biological target. (1) The compound is CC(=NNC(=S)N1CCCCC1)c1cccc(C(C)=NNC(=S)N2CCCCC2)n1. The result is 0 (inactive). (2) The molecule is COC(=O)C1=C(C)C(=O)C2(CCCCCC2C(=O)OC)C1. The result is 0 (inactive). (3) The molecule is O=C(CSc1nc(O)c2cn[nH]c2n1)c1ccc(Cl)cc1. The result is 0 (inactive). (4) The drug is CSc1nc(Br)nc2ncn(C3CC(Oc4ccc(C)cc4)C(COc4ccc(C)cc4)O3)c12. The result is 0 (inactive). (5) The result is 0 (inactive). The compound is CC(=O)NC1C(OCc2ccccc2)OC(CO)C(O)C1OC(C)C(=O)NC(C)C(=O)NC(CCC(=O)OCCNc1c2ccccc2nc2cccc([N+](=O)[O-])c12)C(N)=O. (6) The compound is Cc1ccnc(NC(=O)Nc2ccc(C)cc2[N+](=O)[O-])c1. The result is 0 (inactive). (7) The molecule is CCOP(=O)(OCC)OP(=O)(OCC)OCC. The result is 0 (inactive). (8) The compound is NC(CCSCc1ccccc1)P(=O)(O)O. The result is 0 (inactive). (9) The drug is CCOC(=O)C(F)=Cc1ccc(F)cc1. The result is 0 (inactive). (10) The molecule is Cn1nc2ccc(Nc3cc(O)nc4ccc5nn(C)nc5c34)cc2n1. The result is 0 (inactive).